From a dataset of Forward reaction prediction with 1.9M reactions from USPTO patents (1976-2016). Predict the product of the given reaction. (1) Given the reactants [CH2:1]([N:8]1[CH2:13][CH2:12][CH:11]([C:14]([NH:16][C:17]2[CH:22]=[CH:21][C:20]([CH2:23][NH:24][C:25]3[C:34]4[C:29](=[CH:30][CH:31]=[C:32]([I:35])[CH:33]=4)[N:28]=[C:27](Cl)[N:26]=3)=[CH:19][CH:18]=2)=[O:15])[CH2:10][CH2:9]1)[C:2]1[CH:7]=[CH:6][CH:5]=[CH:4][CH:3]=1.[CH3:37][NH:38][CH3:39], predict the reaction product. The product is: [CH2:1]([N:8]1[CH2:13][CH2:12][CH:11]([C:14]([NH:16][C:17]2[CH:22]=[CH:21][C:20]([CH2:23][NH:24][C:25]3[C:34]4[C:29](=[CH:30][CH:31]=[C:32]([I:35])[CH:33]=4)[N:28]=[C:27]([N:38]([CH3:39])[CH3:37])[N:26]=3)=[CH:19][CH:18]=2)=[O:15])[CH2:10][CH2:9]1)[C:2]1[CH:7]=[CH:6][CH:5]=[CH:4][CH:3]=1. (2) Given the reactants [N+](C1C(N[C:14]2[CH:23]=[N:22][C:21]3[C:16](=[CH:17][CH:18]=[CH:19][CH:20]=3)[N:15]=2)=C(C=CC=1)C(O)=O)([O-])=O.[BH4-].[Na+].[CH3:26][C:27]([OH:29])=[O:28], predict the reaction product. The product is: [N:15]1[C:20]2=[C:21]3[C:16](=[CH:17][CH:18]=[C:19]2[N:22]=[CH:23][CH:14]=1)[N:15]=[C:14]1[C:23]([C:26]([C:27]([OH:29])=[O:28])=[CH:17][CH:16]=[CH:21]1)=[N:22]3. (3) Given the reactants ClC1C=CC(C([O:8][C@H:9]2[C@:13]([F:15])([CH3:14])[C@H:12]([N:16]3[CH:24]=[N:23][C:22]4[C:17]3=[N:18][C:19]([NH2:26])=[N:20][C:21]=4Cl)[O:11][C@@H:10]2[CH2:27][O:28]C(=O)C2C=CC(Cl)=CC=2)=O)=CC=1.[Na].[CH3:41][O-:42].Cl, predict the reaction product. The product is: [NH2:26][C:19]1[N:18]=[C:17]2[C:22]([N:23]=[CH:24][N:16]2[C@@H:12]2[O:11][C@H:10]([CH2:27][OH:28])[C@@H:9]([OH:8])[C@:13]2([F:15])[CH3:14])=[C:21]([O:42][CH3:41])[N:20]=1.